This data is from Catalyst prediction with 721,799 reactions and 888 catalyst types from USPTO. The task is: Predict which catalyst facilitates the given reaction. (1) Reactant: [NH2:1][C:2]1[O:6][N:5]=[C:4]([C:7]2[CH:12]=[CH:11][CH:10]=[C:9]([O:13][C:14]([F:17])([F:16])[F:15])[CH:8]=2)[C:3]=1[C:18]([OH:20])=O.Cl.C(N=C=NCCCN(C)C)C.[CH3:33][O:34][C:35]1[CH:36]=[C:37]([N:41]2[CH2:46][CH2:45][NH:44][CH2:43][CH2:42]2)[CH:38]=[CH:39][CH:40]=1. Product: [NH2:1][C:2]1[O:6][N:5]=[C:4]([C:7]2[CH:12]=[CH:11][CH:10]=[C:9]([O:13][C:14]([F:15])([F:16])[F:17])[CH:8]=2)[C:3]=1[C:18]([N:44]1[CH2:43][CH2:42][N:41]([C:37]2[CH:38]=[CH:39][CH:40]=[C:35]([O:34][CH3:33])[CH:36]=2)[CH2:46][CH2:45]1)=[O:20]. The catalyst class is: 4. (2) Reactant: [Br:1][C:2]1[CH:3]=[CH:4][C:5]([OH:8])=[N:6][CH:7]=1.[H-].[Na+].I[CH2:12][CH3:13]. The catalyst class is: 85. Product: [Br:1][C:2]1[CH:3]=[CH:4][C:5](=[O:8])[N:6]([CH2:12][CH3:13])[CH:7]=1. (3) Reactant: [NH:1]1[CH:5]=[CH:4][N:3]=[C:2]1[CH:6]=[O:7].C(=O)([O-])[O-].[K+].[K+].I[CH2:15][CH3:16]. Product: [CH2:15]([N:1]1[CH:5]=[CH:4][N:3]=[C:2]1[CH:6]=[O:7])[CH3:16]. The catalyst class is: 9. (4) Reactant: [CH:1]1([OH:6])[CH2:5][CH2:4][CH2:3][CH2:2]1.[Br:7][CH2:8][CH2:9][CH2:10][C:11](Cl)=[O:12].N1C=CC=CC=1. Product: [Br:7][CH2:8][CH2:9][CH2:10][C:11]([O:6][CH:1]1[CH2:5][CH2:4][CH2:3][CH2:2]1)=[O:12]. The catalyst class is: 4. (5) Reactant: Br[C:2]1[CH:3]=[CH:4][C:5]2[O:9][C:8](=[O:10])[N:7]([CH2:11][C:12]([N:14]([CH3:21])[C:15]3[CH:20]=[CH:19][CH:18]=[CH:17][CH:16]=3)=[O:13])[C:6]=2[CH:22]=1.B(O)(O)[C:24]1[CH:29]=[CH:28][CH:27]=[N:26][CH:25]=1.C(=O)([O-])[O-].[K+].[K+].C(=O)([O-])O.[Na+]. Product: [CH3:21][N:14]([C:15]1[CH:20]=[CH:19][CH:18]=[CH:17][CH:16]=1)[C:12](=[O:13])[CH2:11][N:7]1[C:6]2[CH:22]=[C:2]([C:24]3[CH:25]=[N:26][CH:27]=[CH:28][CH:29]=3)[CH:3]=[CH:4][C:5]=2[O:9][C:8]1=[O:10]. The catalyst class is: 708.